From a dataset of Experimentally validated miRNA-target interactions with 360,000+ pairs, plus equal number of negative samples. Binary Classification. Given a miRNA mature sequence and a target amino acid sequence, predict their likelihood of interaction. The miRNA is hsa-miR-6733-5p with sequence UGGGAAAGACAAACUCAGAGUU. The protein sequence of the target gene is MLQGPRALASAAGQTPKVVPAMSPTELWPSGLSSPQLCPATATYYTPLYPQTAPPAAAPGTCLDATPHGPEGQVVRCLPAGRLPAKRKLDLEGIGRPVVPEFPTPKGKCIRVDGLPSPKTPKSPGEKTRYDTSLGLLTKKFIYLLSESEDGVLDLNWAAEVLDVQKRRIYDITNVLEGIQLIRKKAKNNIQWVGRGMFEDPTRPGKQQQLGQELKELMNTEQALDQLIQSCSLSFKHLTEDKANKRLAYVTYQDIRAVGNFKEQTVIAVKAPPQTRLEVPDRTEDNLQIYLKSTQGPIEV.... Result: 1 (interaction).